This data is from Reaction yield outcomes from USPTO patents with 853,638 reactions. The task is: Predict the reaction yield, written as a fraction of the theoretical maximum amount of product (1.0 means a 100% yield; for example, 0.34 means a 34% yield). (1) The reactants are C[O:2][C:3]1[CH:8]=[CH:7][C:6]([NH:9][C:10](=[O:12])[CH3:11])=[CH:5][C:4]=1[C:13]1[N:14]([CH3:18])[N:15]=[CH:16][CH:17]=1.B(Br)(Br)Br. The catalyst is ClCCCl. The product is [OH:2][C:3]1[CH:8]=[CH:7][C:6]([NH:9][C:10](=[O:12])[CH3:11])=[CH:5][C:4]=1[C:13]1[N:14]([CH3:18])[N:15]=[CH:16][CH:17]=1. The yield is 0.210. (2) The reactants are [CH3:1][C:2]1[CH:20]=[CH:19][C:18]([N+:21]([O-])=O)=[CH:17][C:3]=1[O:4][C:5]1[CH:6]=[CH:7][C:8]([N+:14]([O-])=O)=[C:9]([CH:13]=1)[C:10]([OH:12])=[O:11]. The catalyst is CO.[Pd]. The product is [NH2:14][C:8]1[CH:7]=[CH:6][C:5]([O:4][C:3]2[CH:17]=[C:18]([NH2:21])[CH:19]=[CH:20][C:2]=2[CH3:1])=[CH:13][C:9]=1[C:10]([OH:12])=[O:11]. The yield is 0.930. (3) The reactants are [N+:1]([C:4]1[CH:14]=[C:8]2[C:9]([O:11][C:12](=[O:13])[C:7]2=[CH:6][CH:5]=1)=O)([O-])=O.[CH3:15][C:16]1[CH:22]=[CH:21][CH:20]=[C:19]([CH3:23])[C:17]=1[NH2:18].[Sn](Cl)Cl.[OH-].[Na+]. The catalyst is C(O)(=O)C.C(OCC)(=O)C. The product is [NH2:1][C:4]1[CH:14]=[C:8]2[C:7](=[CH:6][CH:5]=1)[C:12](=[O:13])[N:18]([C:17]1[C:19]([CH3:23])=[CH:20][CH:21]=[CH:22][C:16]=1[CH3:15])[C:9]2=[O:11]. The yield is 0.670. (4) The reactants are [Br:1][C:2]1[CH:11]=[CH:10][C:5]([C:6]([O:8][CH3:9])=[O:7])=[CH:4][C:3]=1[CH2:12]Br.[CH3:14][OH:15]. No catalyst specified. The product is [Br:1][C:2]1[CH:11]=[CH:10][C:5]([C:6]([O:8][CH3:9])=[O:7])=[CH:4][C:3]=1[CH2:12][O:15][CH3:14]. The yield is 0.940. (5) The reactants are [F:1][C:2]1[CH:3]=[CH:4][C:5]2[O:10][CH2:9][C:8](=[O:11])[N:7]([CH2:12][C@H:13]([CH3:16])[CH2:14]I)[C:6]=2[CH:17]=1.[CH:18](=[C:22]1[CH2:27][CH2:26][NH:25][CH2:24][CH2:23]1)[CH2:19][CH2:20][CH3:21]. The catalyst is CCCCCCC.CCOC(C)=O. The product is [CH:18](=[C:22]1[CH2:27][CH2:26][N:25]([CH2:14][C@@H:13]([CH3:16])[CH2:12][N:7]2[C:6]3[CH:17]=[C:2]([F:1])[CH:3]=[CH:4][C:5]=3[O:10][CH2:9][C:8]2=[O:11])[CH2:24][CH2:23]1)[CH2:19][CH2:20][CH3:21]. The yield is 0.540. (6) The reactants are [Cl:1][C:2]1[C:3](Cl)=[N:4][CH:5]=[C:6]([CH:23]=1)[C:7]([NH:9][S:10]([C:13]1[CH:18]=[CH:17][CH:16]=[CH:15][C:14]=1[S:19](=[O:22])(=[O:21])[NH2:20])(=[O:12])=[O:11])=[O:8].[CH3:25][C:26]([CH3:30])([CH3:29])[C:27]#[CH:28]. No catalyst specified. The product is [Cl:1][C:2]1[C:3]([C:28]#[C:27][C:26]([CH3:30])([CH3:29])[CH3:25])=[N:4][CH:5]=[C:6]([CH:23]=1)[C:7]([NH:9][S:10]([C:13]1[CH:18]=[CH:17][CH:16]=[CH:15][C:14]=1[S:19](=[O:22])(=[O:21])[NH2:20])(=[O:12])=[O:11])=[O:8]. The yield is 0.340.